Task: Predict the reactants needed to synthesize the given product.. Dataset: Full USPTO retrosynthesis dataset with 1.9M reactions from patents (1976-2016) (1) Given the product [Cl:1][C:2]1[N:7]=[CH:6][C:5]([C:8]2[O:12][C:11]([CH3:13])=[C:10]([CH:14]([NH:19][C:20]3[CH:28]=[CH:27][C:23]([C:52]([N:30]([CH3:29])[CH2:31][CH2:32][C:33]([OH:35])=[O:34])=[O:51])=[CH:22][CH:21]=3)[CH2:15][CH:16]([CH3:18])[CH3:17])[CH:9]=2)=[CH:4][CH:3]=1, predict the reactants needed to synthesize it. The reactants are: [Cl:1][C:2]1[N:7]=[CH:6][C:5]([C:8]2[O:12][C:11]([CH3:13])=[C:10]([CH:14]([NH:19][C:20]3[CH:28]=[CH:27][C:23](C(O)=O)=[CH:22][CH:21]=3)[CH2:15][CH:16]([CH3:18])[CH3:17])[CH:9]=2)=[CH:4][CH:3]=1.[CH3:29][NH:30][CH2:31][CH2:32][C:33]([O:35]CC)=[O:34].Cl.C(N=C=NCCCN(C)C)C.O.[OH:51][C:52]1C2N=NNC=2C=CC=1. (2) Given the product [C:3]([O:7][C:8](=[O:34])[NH:9][C@H:10]1[CH2:11][CH2:12][C@H:13]([CH2:16][CH:17]([CH2:30][C:29]2[C:28]3[C:23](=[CH:24][CH:25]=[C:26]([O:31][CH3:32])[CH:27]=3)[N:22]=[CH:21][C:20]=2[OH:19])[CH2:18][OH:33])[CH2:14][CH2:15]1)([CH3:4])([CH3:6])[CH3:5], predict the reactants needed to synthesize it. The reactants are: [BH4-].[Na+].[C:3]([O:7][C:8](=[O:34])[NH:9][C@H:10]1[CH2:15][CH2:14][C@H:13]([CH2:16][C:17]2[C:18](=[O:33])[O:19][C:20]3[CH:21]=[N:22][C:23]4[C:28]([C:29]=3[CH:30]=2)=[CH:27][C:26]([O:31][CH3:32])=[CH:25][CH:24]=4)[CH2:12][CH2:11]1)([CH3:6])([CH3:5])[CH3:4].C(OCC)(=O)C. (3) Given the product [Br:1][C:2]1[CH:10]=[CH:9][CH:8]=[C:7]2[C:3]=1[C:4]([C:12]1[C:17]([OH:18])=[CH:16][CH:15]=[C:14]([O:19][CH3:20])[N:13]=1)([CH2:29][OH:25])[C:5](=[O:11])[N:6]2[CH2:21][OH:22], predict the reactants needed to synthesize it. The reactants are: [Br:1][C:2]1[CH:10]=[CH:9][CH:8]=[C:7]2[C:3]=1[CH:4]([C:12]1[C:17]([OH:18])=[CH:16][CH:15]=[C:14]([O:19][CH3:20])[N:13]=1)[C:5](=[O:11])[NH:6]2.[CH2:21]=[O:22].[OH-].[Na+].[O:25]1[CH2:29]CCC1. (4) Given the product [ClH:33].[F:32][C:2]([F:1])([F:31])[C:3]1[CH:4]=[C:5]([CH:24]=[C:25]([C:27]([F:30])([F:28])[F:29])[CH:26]=1)[CH2:6][O:7][C:8]1[CH:9]=[C:10]2[C:14](=[CH:15][CH:16]=1)[NH:13][CH2:12][CH2:11]2, predict the reactants needed to synthesize it. The reactants are: [F:1][C:2]([F:32])([F:31])[C:3]1[CH:4]=[C:5]([CH:24]=[C:25]([C:27]([F:30])([F:29])[F:28])[CH:26]=1)[CH2:6][O:7][C:8]1[CH:9]=[C:10]2[C:14](=[CH:15][CH:16]=1)[N:13](C(OC(C)(C)C)=O)[CH2:12][CH2:11]2.[ClH:33].O1CCOCC1. (5) The reactants are: C[O:2][C:3]1[CH:4]=[C:5]2[C:10](=[CH:11][CH:12]=1)[CH2:9][CH:8]([NH:13][C:14](=[O:16])[CH3:15])[CH2:7][CH2:6]2.B(Br)(Br)Br.C(Cl)Cl. Given the product [OH:2][C:3]1[CH:4]=[C:5]2[C:10](=[CH:11][CH:12]=1)[CH2:9][CH:8]([NH:13][C:14](=[O:16])[CH3:15])[CH2:7][CH2:6]2, predict the reactants needed to synthesize it.